This data is from Full USPTO retrosynthesis dataset with 1.9M reactions from patents (1976-2016). The task is: Predict the reactants needed to synthesize the given product. (1) The reactants are: [CH:1](=O)[C:2]1[CH:9]=[CH:8][C:5]([CH:6]=O)=[CH:4][CH:3]=1.[CH2:11]([SH:15])[CH2:12][CH2:13][SH:14]. Given the product [C:5]1([CH:6]2[S:15][CH2:11][CH2:12][CH2:13][S:14]2)[CH:8]=[CH:9][C:2]([CH:1]2[S:15][CH2:11][CH2:12][CH2:13][S:14]2)=[CH:3][CH:4]=1, predict the reactants needed to synthesize it. (2) Given the product [F:29][C:26]1[CH:27]=[CH:28][C:23]2[N:24]([C:20]([C@@H:16]3[CH2:17][CH2:18][CH2:19][N:15]3[CH2:14][CH2:13][CH2:12][OH:11])=[N:21][N:22]=2)[CH:25]=1, predict the reactants needed to synthesize it. The reactants are: [H-].[Al+3].[Li+].[H-].[H-].[H-].C([O:11][C:12](=O)[CH2:13][CH2:14][N:15]1[CH2:19][CH2:18][CH2:17][C@H:16]1[C:20]1[N:24]2[CH:25]=[C:26]([F:29])[CH:27]=[CH:28][C:23]2=[N:22][N:21]=1)(C)(C)C. (3) Given the product [NH2:1][C:2]1[C:11]2[N:10]=[CH:9][C:8]([CH2:12][CH2:13][C:14]3[CH:30]=[CH:29][C:17]([O:18][CH2:19][CH2:20][CH2:21][C:22]([F:23])([F:24])[P:25]([OH:28])([OH:27])=[O:26])=[CH:16][C:15]=3[CH3:31])=[CH:7][C:6]=2[C:5]2[CH:32]=[CH:33][C:34]([CH2:36][CH2:37][C:38]([OH:40])=[O:39])=[CH:35][C:4]=2[N:3]=1, predict the reactants needed to synthesize it. The reactants are: [NH2:1][C:2]1[C:11]2[N:10]=[CH:9][C:8]([CH2:12][CH2:13][C:14]3[CH:30]=[CH:29][C:17]([O:18][CH2:19][CH2:20][CH2:21][C:22]([P:25](=[O:28])([OH:27])[OH:26])([F:24])[F:23])=[CH:16][C:15]=3[CH3:31])=[CH:7][C:6]=2[C:5]2[CH:32]=[CH:33][C:34]([CH2:36][CH2:37][C:38]([O:40]CC)=[O:39])=[CH:35][C:4]=2[N:3]=1.[OH-].[Na+]. (4) Given the product [F:1][C:2]1[C:3]([OH:27])=[CH:4][CH:5]=[C:6]2[C:11]=1[C:10]([CH3:13])([CH3:12])[C:9](=[O:14])[C:8]([C:15]([NH:17][CH2:18][C:19]([OH:21])=[O:20])=[O:16])=[C:7]2[OH:26], predict the reactants needed to synthesize it. The reactants are: [F:1][C:2]1[C:3]([OH:27])=[CH:4][CH:5]=[C:6]2[C:11]=1[C:10]([CH3:13])([CH3:12])[C:9](=[O:14])[C:8]([C:15]([NH:17][CH2:18][C:19]([O:21]C(C)(C)C)=[O:20])=[O:16])=[C:7]2[OH:26].